From a dataset of Forward reaction prediction with 1.9M reactions from USPTO patents (1976-2016). Predict the product of the given reaction. (1) Given the reactants CC(C[AlH]CC(C)C)C.C[O:11][C:12](=O)[C:13]1[CH:18]=[CH:17][CH:16]=[C:15]([O:19][CH:20]([C:24]2[CH:25]=[N:26][C:27]([C:33]3[C:38]([CH2:39][CH3:40])=[CH:37][CH:36]=[CH:35][C:34]=3[CH2:41][CH3:42])=[CH:28][C:29]=2[O:30][CH2:31][CH3:32])[CH2:21][CH2:22][CH3:23])[CH:14]=1, predict the reaction product. The product is: [CH2:41]([C:34]1[CH:35]=[CH:36][CH:37]=[C:38]([CH2:39][CH3:40])[C:33]=1[C:27]1[N:26]=[CH:25][C:24]([CH:20]([O:19][C:15]2[CH:14]=[C:13]([CH2:12][OH:11])[CH:18]=[CH:17][CH:16]=2)[CH2:21][CH2:22][CH3:23])=[C:29]([O:30][CH2:31][CH3:32])[CH:28]=1)[CH3:42]. (2) The product is: [ClH:32].[ClH:32].[N:1]1[CH:6]=[CH:5][CH:4]=[N:3][C:2]=1[C:7]1[CH:8]=[C:9]2[C:13](=[CH:14][CH:15]=1)[CH:12]([N:16]1[CH2:17][C:18]3([CH2:20][CH2:21][NH:22][CH2:23][CH2:24]3)[CH2:19]1)[CH2:11][CH2:10]2. Given the reactants [N:1]1[CH:6]=[CH:5][CH:4]=[N:3][C:2]=1[C:7]1[CH:8]=[C:9]2[C:13](=[CH:14][CH:15]=1)[CH:12]([N:16]1[CH2:19][C:18]3([CH2:24][CH2:23][N:22](C(OC(C)(C)C)=O)[CH2:21][CH2:20]3)[CH2:17]1)[CH2:11][CH2:10]2.[ClH:32].CO, predict the reaction product. (3) Given the reactants [CH3:1][O:2][C:3]1[CH:8]=[CH:7][C:6]([NH2:9])=[CH:5][CH:4]=1.Cl.[N:11]([O-])=O.[Na+].[OH-].[Na+].[OH:17][C:18]1[C:23](CO)=[CH:22][C:21]([CH3:26])=[CH:20][C:19]=1[CH2:27][OH:28], predict the reaction product. The product is: [OH:28][CH2:27][C:19]1[CH:20]=[C:21]([CH3:26])[CH:22]=[C:23]([N:11]=[N:9][C:6]2[CH:7]=[CH:8][C:3]([O:2][CH3:1])=[CH:4][CH:5]=2)[C:18]=1[OH:17]. (4) Given the reactants [CH3:1][C:2]1[CH:7]=[C:6](OS(C(F)(F)F)(=O)=O)[CH:5]=[C:4]([CH3:16])[N:3]=1.[N+:17]([C:20]1[CH:25]=[CH:24][C:23]([N:26]2[CH2:31][CH2:30][NH:29][CH2:28][CH2:27]2)=[CH:22][CH:21]=1)([O-:19])=[O:18], predict the reaction product. The product is: [CH3:1][C:2]1[CH:7]=[C:6]([N:29]2[CH2:30][CH2:31][N:26]([C:23]3[CH:22]=[CH:21][C:20]([N+:17]([O-:19])=[O:18])=[CH:25][CH:24]=3)[CH2:27][CH2:28]2)[CH:5]=[C:4]([CH3:16])[N:3]=1. (5) Given the reactants [OH:1][C:2]1[CH:7]=[CH:6][C:5]([NH2:8])=[CH:4][C:3]=1[C:9]1[S:10][C:11]2[CH:17]=[CH:16][CH:15]=[CH:14][C:12]=2[N:13]=1.P(OCC)(OCC)(OCC)=O.[C:29]1([N:35]=[C:36]=[O:37])[CH:34]=[CH:33][CH:32]=[CH:31][CH:30]=1, predict the reaction product. The product is: [S:10]1[C:11]2[CH:17]=[CH:16][CH:15]=[CH:14][C:12]=2[N:13]=[C:9]1[C:3]1[CH:4]=[C:5]([NH:8][C:36]([NH:35][C:29]2[CH:34]=[CH:33][CH:32]=[CH:31][CH:30]=2)=[O:37])[CH:6]=[CH:7][C:2]=1[OH:1].